From a dataset of Reaction yield outcomes from USPTO patents with 853,638 reactions. Predict the reaction yield, written as a fraction of the theoretical maximum amount of product (1.0 means a 100% yield; for example, 0.34 means a 34% yield). (1) The reactants are [OH:1][CH2:2][CH2:3][N:4]1[CH:8]=[C:7]([C:9]([NH:11][CH2:12][C:13]2[CH:18]=[CH:17][C:16]([C:19]([F:22])([F:21])[F:20])=[CH:15][CH:14]=2)=[O:10])[C:6]([O:23][CH:24]([CH3:26])[CH3:25])=[N:5]1.[CH2:27]([C:29]1[C:30](O)=[C:31]([CH2:35][C:36]([O:38]C)=[O:37])[CH:32]=[CH:33][CH:34]=1)[CH3:28].C(P(CCCC)CCCC)CCC.N(C(N1CCCCC1)=O)=NC(N1CCCCC1)=O.O1CCCC1CO.[OH-].[Na+].Cl. The catalyst is O1CCCC1. The product is [CH2:27]([C:29]1[C:30]([O:1][CH2:2][CH2:3][N:4]2[CH:8]=[C:7]([C:9]([NH:11][CH2:12][C:13]3[CH:18]=[CH:17][C:16]([C:19]([F:20])([F:22])[F:21])=[CH:15][CH:14]=3)=[O:10])[C:6]([O:23][CH:24]([CH3:26])[CH3:25])=[N:5]2)=[C:31]([CH2:35][C:36]([OH:38])=[O:37])[CH:32]=[CH:33][CH:34]=1)[CH3:28]. The yield is 0.160. (2) The reactants are [CH3:1][N:2]1[C:6]([CH3:7])=[CH:5][C:4]([C:8]2[C:13]([OH:14])=[CH:12][CH:11]=[C:10]([CH3:15])[N:9]=2)=[N:3]1.Cl[C:17]1[C:26]2[C:21](=[CH:22][C:23]([O:29][CH3:30])=[C:24]([O:27][CH3:28])[CH:25]=2)[N:20]=[CH:19][CH:18]=1. The catalyst is CN(C)C1C=CN=CC=1.ClC1C=CC=CC=1Cl. The product is [CH3:1][N:2]1[C:6]([CH3:7])=[CH:5][C:4]([C:8]2[C:13]([O:14][C:17]3[C:26]4[C:21](=[CH:22][C:23]([O:29][CH3:30])=[C:24]([O:27][CH3:28])[CH:25]=4)[N:20]=[CH:19][CH:18]=3)=[CH:12][CH:11]=[C:10]([CH3:15])[N:9]=2)=[N:3]1. The yield is 0.0400. (3) The reactants are [Al+3].[Cl-].[Cl-].[Cl-].Cl[C:6]1[C:11]2[CH:12]=[CH:13][CH:14]=[CH:15][C:10]=2[S:9](=[O:17])(=[O:16])[NH:8][N:7]=1.[F:18][C:19]1[CH:20]=[C:21]2[C:25](=[CH:26][CH:27]=1)[NH:24][C:23]([CH3:28])=[CH:22]2. The catalyst is ClCCCl.O. The product is [F:18][C:19]1[CH:20]=[C:21]2[C:25](=[CH:26][CH:27]=1)[NH:24][C:23]([CH3:28])=[C:22]2[C:6]1[C:11]2[CH:12]=[CH:13][CH:14]=[CH:15][C:10]=2[S:9](=[O:17])(=[O:16])[NH:8][N:7]=1. The yield is 0.190. (4) The product is [Cl:27][C:25]1[CH:26]=[C:21]([CH:16]([C:17]([F:19])([F:20])[F:18])/[CH:15]=[CH:14]/[C:10]2[CH:9]=[C:8]3[C:13](=[CH:12][CH:11]=2)[N:5]([C:3](=[O:4])[CH2:2][NH:1][C:33](=[O:34])[CH2:32][C:31]([F:37])([F:36])[F:30])[CH:6]=[CH:7]3)[CH:22]=[C:23]([Cl:29])[C:24]=1[F:28]. The catalyst is C(Cl)Cl. The yield is 0.600. The reactants are [NH2:1][CH2:2][C:3]([N:5]1[C:13]2[C:8](=[CH:9][C:10](/[CH:14]=[CH:15]/[CH:16]([C:21]3[CH:26]=[C:25]([Cl:27])[C:24]([F:28])=[C:23]([Cl:29])[CH:22]=3)[C:17]([F:20])([F:19])[F:18])=[CH:11][CH:12]=2)[CH:7]=[CH:6]1)=[O:4].[F:30][C:31]([F:37])([F:36])[CH2:32][C:33](O)=[O:34].C1CN([P+](ON2N=NC3C=CC=CC2=3)(N2CCCC2)N2CCCC2)CC1.F[P-](F)(F)(F)(F)F.CCN(C(C)C)C(C)C. (5) The reactants are [OH:1][C@@H:2]([CH3:38])[C@H:3]([NH:7][C:8]([C:10]1[C:18]2[C:13](=[N:14][CH:15]=[C:16]([C:19]3[C:27]4[C:22](=[CH:23][C:24]([F:28])=[CH:25][CH:26]=4)[N:21]([CH3:29])[N:20]=3)[N:17]=2)[N:12](COCC[Si](C)(C)C)[CH:11]=1)=[O:9])[CH2:4][O:5][CH3:6].C(O)(C(F)(F)F)=O.C(N)CN. The catalyst is ClCCl. The product is [OH:1][C@@H:2]([CH3:38])[C@H:3]([NH:7][C:8]([C:10]1[C:18]2[C:13](=[N:14][CH:15]=[C:16]([C:19]3[C:27]4[C:22](=[CH:23][C:24]([F:28])=[CH:25][CH:26]=4)[N:21]([CH3:29])[N:20]=3)[N:17]=2)[NH:12][CH:11]=1)=[O:9])[CH2:4][O:5][CH3:6]. The yield is 0.460. (6) The reactants are [CH3:1][O:2][CH2:3][CH2:4][O:5][CH2:6][C:7]([C:10]1[CH:15]=[CH:14][C:13]([N+:16]([O-])=O)=[CH:12][CH:11]=1)([CH3:9])[CH3:8]. The catalyst is CO.[Ni]. The product is [CH3:1][O:2][CH2:3][CH2:4][O:5][CH2:6][C:7]([C:10]1[CH:15]=[CH:14][C:13]([NH2:16])=[CH:12][CH:11]=1)([CH3:9])[CH3:8]. The yield is 0.770. (7) The reactants are [C:1]([O:5][C:6](=[O:37])[C@H:7]([NH:29][C:30]([O:32][C:33]([CH3:36])([CH3:35])[CH3:34])=[O:31])[CH2:8][CH2:9][C:10]([C:22]([O:24][C:25]([CH3:28])([CH3:27])[CH3:26])=[O:23])([CH2:14][C:15]1[CH:20]=[CH:19][C:18]([OH:21])=[CH:17][CH:16]=1)C(O)=O)([CH3:4])([CH3:3])[CH3:2]. The catalyst is O1CCOCC1. The product is [C:33]([O:32][C:30]([NH:29][C@H:7]([CH2:8][CH2:9][CH:10]([CH2:14][C:15]1[CH:16]=[CH:17][C:18]([OH:21])=[CH:19][CH:20]=1)[C:22]([O:24][C:25]([CH3:26])([CH3:27])[CH3:28])=[O:23])[C:6]([O:5][C:1]([CH3:4])([CH3:2])[CH3:3])=[O:37])=[O:31])([CH3:34])([CH3:35])[CH3:36]. The yield is 0.650.